Dataset: Forward reaction prediction with 1.9M reactions from USPTO patents (1976-2016). Task: Predict the product of the given reaction. (1) Given the reactants [Si:1]([O:8][CH2:9][C@@H:10]([N:14]([CH2:22][C:23](N(OC)C)=[O:24])[C:15](=[O:21])[O:16][C:17]([CH3:20])([CH3:19])[CH3:18])[C:11]([CH3:13])=[CH2:12])([C:4]([CH3:7])([CH3:6])[CH3:5])([CH3:3])[CH3:2].[Si](OC[C@@H](N(CC(=O)C(C)=C)C(=O)OC(C)(C)C)C=C)([C:32](C)([CH3:34])[CH3:33])(C)C.C([Mg]Br)=CC(=C)C, predict the reaction product. The product is: [Si:1]([O:8][CH2:9][C@@H:10]([N:14]([CH2:22][C:23](=[O:24])[C:32]([CH3:34])=[CH2:33])[C:15](=[O:21])[O:16][C:17]([CH3:19])([CH3:20])[CH3:18])[C:11]([CH3:13])=[CH2:12])([C:4]([CH3:5])([CH3:7])[CH3:6])([CH3:3])[CH3:2]. (2) Given the reactants [C:1]1([CH2:7][CH2:8][CH2:9][NH:10][C:11]([C:13]2[S:17][C:16]([N:18]3[CH2:25][C:24]4[CH2:23][NH:22][CH2:21][C:20]=4[CH2:19]3)=[N:15][CH:14]=2)=[O:12])[CH:6]=[CH:5][CH:4]=[CH:3][CH:2]=1.FC(F)(F)C([O-])=O.[Br:33][C:34]1[CH:42]=[CH:41][C:40]([O:43][CH3:44])=[CH:39][C:35]=1[C:36](O)=[O:37].CN(C(ON1N=NC2C=CC=NC1=2)=[N+](C)C)C.F[P-](F)(F)(F)(F)F, predict the reaction product. The product is: [C:1]1([CH2:7][CH2:8][CH2:9][NH:10][C:11]([C:13]2[S:17][C:16]([N:18]3[CH2:25][C:24]4[CH2:23][N:22]([C:36](=[O:37])[C:35]5[CH:39]=[C:40]([O:43][CH3:44])[CH:41]=[CH:42][C:34]=5[Br:33])[CH2:21][C:20]=4[CH2:19]3)=[N:15][CH:14]=2)=[O:12])[CH:6]=[CH:5][CH:4]=[CH:3][CH:2]=1. (3) Given the reactants [F:1][C:2]1[CH:7]=[CH:6][C:5](/[CH:8]=[CH:9]/[CH2:10]O)=[CH:4][CH:3]=1.N1C=CC=CC=1.S(Cl)([Cl:20])=O, predict the reaction product. The product is: [Cl:20][CH2:10]/[CH:9]=[CH:8]/[C:5]1[CH:6]=[CH:7][C:2]([F:1])=[CH:3][CH:4]=1.